This data is from Full USPTO retrosynthesis dataset with 1.9M reactions from patents (1976-2016). The task is: Predict the reactants needed to synthesize the given product. (1) Given the product [CH3:1][O:2][C:3]1[CH:11]=[CH:10][C:6]([C:7]([N:25]([O:13][CH3:17])[CH3:24])=[O:9])=[CH:5][C:4]=1[CH3:12], predict the reactants needed to synthesize it. The reactants are: [CH3:1][O:2][C:3]1[CH:11]=[CH:10][C:6]([C:7]([OH:9])=O)=[CH:5][C:4]=1[CH3:12].[O:13]1[CH2:17]CCC1.C(Cl)(=O)C(Cl)=O.[CH3:24][N:25](C)C=O. (2) Given the product [CH:12]1([C:3]2[C:4]3[CH2:8][O:7][C:6](=[O:9])[C:5]=3[CH:10]=[CH:11][C:2]=2[CH:15]=[CH2:16])[CH2:14][CH2:13]1, predict the reactants needed to synthesize it. The reactants are: Br[C:2]1[CH:11]=[CH:10][C:5]2[C:6](=[O:9])[O:7][CH2:8][C:4]=2[C:3]=1[CH:12]1[CH2:14][CH2:13]1.[CH:15]([B-](F)(F)F)=[CH2:16].[K+]. (3) Given the product [Br:1][C:2]1[CH:3]=[C:4]([N:13]([CH:14]2[CH2:18][CH2:17][CH2:16][CH2:15]2)[CH3:19])[C:5]([Cl:12])=[C:6]([CH:11]=1)[C:7]([O:9][CH3:10])=[O:8], predict the reactants needed to synthesize it. The reactants are: [Br:1][C:2]1[CH:3]=[C:4]([NH:13][CH:14]2[CH2:18][CH2:17][CH2:16][CH2:15]2)[C:5]([Cl:12])=[C:6]([CH:11]=1)[C:7]([O:9][CH3:10])=[O:8].[C:19](=O)([O-])[O-].[Cs+].[Cs+].CI. (4) Given the product [Cl:21][C:20]1[C:15]([CH:4]([C:5]([O:7][CH2:8][CH3:9])=[O:6])[C:3]([O:11][CH2:12][CH3:13])=[O:10])=[N:16][CH:17]=[CH:18][CH:19]=1, predict the reactants needed to synthesize it. The reactants are: [H-].[Na+].[C:3]([O:11][CH2:12][CH3:13])(=[O:10])[CH2:4][C:5]([O:7][CH2:8][CH3:9])=[O:6].Cl[C:15]1[C:20]([Cl:21])=[CH:19][CH:18]=[CH:17][N:16]=1.Cl.